Dataset: NCI-60 drug combinations with 297,098 pairs across 59 cell lines. Task: Regression. Given two drug SMILES strings and cell line genomic features, predict the synergy score measuring deviation from expected non-interaction effect. (1) Drug 1: CC12CCC(CC1=CCC3C2CCC4(C3CC=C4C5=CN=CC=C5)C)O. Drug 2: CC1CCC2CC(C(=CC=CC=CC(CC(C(=O)C(C(C(=CC(C(=O)CC(OC(=O)C3CCCCN3C(=O)C(=O)C1(O2)O)C(C)CC4CCC(C(C4)OC)OCCO)C)C)O)OC)C)C)C)OC. Cell line: HS 578T. Synergy scores: CSS=21.3, Synergy_ZIP=4.41, Synergy_Bliss=6.03, Synergy_Loewe=-1.37, Synergy_HSA=4.74. (2) Drug 1: CC(CN1CC(=O)NC(=O)C1)N2CC(=O)NC(=O)C2. Drug 2: CC1=C2C(C(=O)C3(C(CC4C(C3C(C(C2(C)C)(CC1OC(=O)C(C(C5=CC=CC=C5)NC(=O)C6=CC=CC=C6)O)O)OC(=O)C7=CC=CC=C7)(CO4)OC(=O)C)O)C)OC(=O)C. Cell line: MDA-MB-231. Synergy scores: CSS=22.4, Synergy_ZIP=-15.5, Synergy_Bliss=-10.3, Synergy_Loewe=-18.6, Synergy_HSA=-6.20. (3) Drug 1: CC1=C2C(C(=O)C3(C(CC4C(C3C(C(C2(C)C)(CC1OC(=O)C(C(C5=CC=CC=C5)NC(=O)OC(C)(C)C)O)O)OC(=O)C6=CC=CC=C6)(CO4)OC(=O)C)OC)C)OC. Drug 2: CC1C(C(CC(O1)OC2CC(CC3=C2C(=C4C(=C3O)C(=O)C5=C(C4=O)C(=CC=C5)OC)O)(C(=O)C)O)N)O.Cl. Cell line: SNB-19. Synergy scores: CSS=59.4, Synergy_ZIP=14.5, Synergy_Bliss=14.2, Synergy_Loewe=8.31, Synergy_HSA=18.5. (4) Drug 1: C1CCC(C(C1)N)N.C(=O)(C(=O)[O-])[O-].[Pt+4]. Drug 2: N.N.Cl[Pt+2]Cl. Cell line: SF-295. Synergy scores: CSS=37.1, Synergy_ZIP=-1.61, Synergy_Bliss=-1.99, Synergy_Loewe=-12.2, Synergy_HSA=-1.93.